From a dataset of Reaction yield outcomes from USPTO patents with 853,638 reactions. Predict the reaction yield, written as a fraction of the theoretical maximum amount of product (1.0 means a 100% yield; for example, 0.34 means a 34% yield). (1) The reactants are [CH3:1][O:2][C:3]1[CH:12]=[C:11]2[C:6]([CH2:7][CH2:8][CH:9]=[C:10]2[CH2:13][C:14]#[N:15])=[CH:5][CH:4]=1.C(OCC=C)(=O)C(C)=C. The catalyst is C1(C)C=CC=CC=1.[Pd]. The product is [CH3:1][O:2][C:3]1[CH:12]=[C:11]2[C:6]([CH:7]=[CH:8][CH:9]=[C:10]2[CH2:13][C:14]#[N:15])=[CH:5][CH:4]=1. The yield is 0.910. (2) The reactants are [NH2:1][C:2]1[C:11]2[C:6](=[CH:7][CH:8]=[CH:9][C:10]=2OC2C=CC(OCC3C=CC=CC=3)=CC=2)[N:5]=[CH:4][N:3]=1.[H][H].CN(C)[C:31](=[O:33])[CH3:32]. The catalyst is [Pd]. The product is [NH2:1][C:2]1[C:11]2[C:6](=[CH:7][CH:8]=[CH:9][C:10]=2[C:6]2[CH:7]=[CH:8][C:31]([OH:33])=[CH:32][CH:11]=2)[N:5]=[CH:4][N:3]=1. The yield is 0.273. (3) The reactants are [CH3:1][O:2][C:3]([C:5]1[C:10]([CH:11]=[CH2:12])=[C:9]([NH2:13])[N:8]=[C:7]([C:14]2[CH:19]=[CH:18][C:17]([Cl:20])=[C:16]([O:21][CH3:22])[C:15]=2[F:23])[N:6]=1)=[O:4]. The catalyst is C(O)C.[OH-].[Pd+2].[OH-]. The product is [CH3:1][O:2][C:3]([C:5]1[C:10]([CH2:11][CH3:12])=[C:9]([NH2:13])[N:8]=[C:7]([C:14]2[CH:19]=[CH:18][C:17]([Cl:20])=[C:16]([O:21][CH3:22])[C:15]=2[F:23])[N:6]=1)=[O:4]. The yield is 0.620. (4) The reactants are [OH:1][CH2:2][CH2:3][O:4][C@H:5]1[CH2:10][CH2:9][C@H:8]([N:11]2[C:16](=[O:17])[C:15]([CH2:18][C:19]3[CH:24]=[CH:23][C:22]([C:25]4[C:26]([C:31]#[N:32])=[CH:27][CH:28]=[CH:29][CH:30]=4)=[CH:21][CH:20]=3)=[C:14]([CH2:33][CH2:34][CH3:35])[N:13]3[N:36]=[C:37]([CH3:39])[N:38]=[C:12]23)[CH2:7][CH2:6]1.[N:40]1C(C)=CC=CC=1C.FC(F)(F)S(O[Si](C(C)(C)C)(C)C)(=O)=O.Cl.N12CCCN=C1CCCCC2.[C:75]([O:78]CC)(=[O:77])C. The catalyst is O1CCCC1.O. The product is [OH:1][CH2:2][CH2:3][O:4][C@H:5]1[CH2:10][CH2:9][C@H:8]([N:11]2[C:16](=[O:17])[C:15]([CH2:18][C:19]3[CH:24]=[CH:23][C:22]([C:25]4[CH:30]=[CH:29][CH:28]=[CH:27][C:26]=4[C:31]4[NH:40][C:75](=[O:77])[O:78][N:32]=4)=[CH:21][CH:20]=3)=[C:14]([CH2:33][CH2:34][CH3:35])[N:13]3[N:36]=[C:37]([CH3:39])[N:38]=[C:12]23)[CH2:7][CH2:6]1. The yield is 0.170. (5) The reactants are [N:1]1[CH:6]=[CH:5][CH:4]=[CH:3][C:2]=1[NH:7][NH2:8].[C:9]1([CH2:15][CH:16]=O)[CH:14]=[CH:13][CH:12]=[CH:11][CH:10]=1. No catalyst specified. The product is [N:1]1[CH:6]=[CH:5][CH:4]=[CH:3][C:2]=1[NH:7][NH:8][CH:16]=[CH:15][C:9]1[CH:14]=[CH:13][CH:12]=[CH:11][CH:10]=1. The yield is 1.00.